Dataset: Forward reaction prediction with 1.9M reactions from USPTO patents (1976-2016). Task: Predict the product of the given reaction. (1) Given the reactants Br[C:2]1[CH:3]=[CH:4][C:5]2[C:6]3[CH2:21][N:20]([C:22]([O:24][C:25]([CH3:28])([CH3:27])[CH3:26])=[O:23])[CH2:19][CH2:18][C:7]=3[N:8](C(OC(C)(C)C)=O)[C:9]=2[CH:10]=1.[CH2:29]([O:36][C:37]1[CH:42]=[CH:41][NH:40][C:39](=[O:43])[CH:38]=1)[C:30]1[CH:35]=[CH:34][CH:33]=[CH:32][CH:31]=1, predict the reaction product. The product is: [CH2:29]([O:36][C:37]1[CH:42]=[CH:41][N:40]([C:2]2[CH:3]=[CH:4][C:5]3[C:6]4[CH2:21][N:20]([C:22]([O:24][C:25]([CH3:27])([CH3:28])[CH3:26])=[O:23])[CH2:19][CH2:18][C:7]=4[NH:8][C:9]=3[CH:10]=2)[C:39](=[O:43])[CH:38]=1)[C:30]1[CH:31]=[CH:32][CH:33]=[CH:34][CH:35]=1. (2) Given the reactants [N+]([O-])([O-])=O.[Ce+3:5].[N+]([O-])([O-])=O.[N+]([O-])([O-])=O.[C:14](=[O:17])([O-:16])[O-:15].[Na+].[Na+], predict the reaction product. The product is: [C:14](=[O:15])([O-:17])[O-:16].[Ce+3:5].[C:14](=[O:15])([O-:17])[O-:16].[C:14](=[O:15])([O-:17])[O-:16].[Ce+3:5]. (3) Given the reactants Cl[C:2]1[CH:7]=[C:6](Cl)[N:5]=[CH:4][N:3]=1.C[CH2:10][N:11](C(C)C)[CH:12](C)C.[NH2:18][C@@H:19]1[CH2:24][CH2:23][C@H:22]([NH:25][C:26](=[O:35])[C:27]2[CH:32]=[CH:31][C:30]([F:33])=[C:29]([F:34])[CH:28]=2)[CH2:21][CH2:20]1.CNC.[C:39]([OH:45])([C:41]([F:44])([F:43])[F:42])=[O:40], predict the reaction product. The product is: [F:42][C:41]([F:44])([F:43])[C:39]([OH:45])=[O:40].[CH3:10][N:11]([CH3:12])[C:6]1[N:5]=[CH:4][N:3]=[C:2]([NH:18][C@@H:19]2[CH2:20][CH2:21][C@H:22]([NH:25][C:26](=[O:35])[C:27]3[CH:32]=[CH:31][C:30]([F:33])=[C:29]([F:34])[CH:28]=3)[CH2:23][CH2:24]2)[CH:7]=1. (4) Given the reactants Cl[C:2]1[C:11]([CH3:12])=[C:10]([Cl:13])[C:9]2[C:4](=[CH:5][C:6]([F:15])=[CH:7][C:8]=2[F:14])[N:3]=1.[S:16]1(=[O:22])(=[O:21])[CH2:20][CH2:19][CH2:18][NH:17]1.CC1(C)C2C=CC=C(P(C3C=CC=CC=3)C3C=CC=CC=3)C=2OC2C1=CC=CC=2P(C1C=CC=CC=1)C1C=CC=CC=1.C(=O)([O-])[O-].[Cs+].[Cs+], predict the reaction product. The product is: [Cl:13][C:10]1[C:9]2[C:4](=[CH:5][C:6]([F:15])=[CH:7][C:8]=2[F:14])[N:3]=[C:2]([N:17]2[CH2:18][CH2:19][CH2:20][S:16]2(=[O:22])=[O:21])[C:11]=1[CH3:12]. (5) Given the reactants [C:1]([O:5][C:6]([N:8]1[CH2:13][CH2:12][C:11]([CH2:15][CH2:16][CH2:17][NH2:18])([CH3:14])[CH2:10][CH2:9]1)=[O:7])([CH3:4])([CH3:3])[CH3:2].[CH3:19]OC(C1(CC)CCN(C(OC(C)(C)C)=O)CC1)=O, predict the reaction product. The product is: [C:1]([O:5][C:6]([N:8]1[CH2:13][CH2:12][C:11]([CH2:15][CH2:16][CH2:17][NH2:18])([CH2:14][CH3:19])[CH2:10][CH2:9]1)=[O:7])([CH3:4])([CH3:3])[CH3:2]. (6) Given the reactants P([O-])([O-])([O-])=O.[K+].[K+].[K+].[NH:9]1[CH:13]=[CH:12][CH:11]=[N:10]1.Br[C:15]1[CH:16]=[CH:17][C:18]2[C:19]3[N:28]([CH2:29][CH2:30][CH2:31][O:32][CH3:33])[C:27]([CH2:34][O:35][CH2:36][CH3:37])=[N:26][C:20]=3[C:21]([NH2:25])=[N:22][C:23]=2[CH:24]=1, predict the reaction product. The product is: [CH2:36]([O:35][CH2:34][C:27]1[N:28]([CH2:29][CH2:30][CH2:31][O:32][CH3:33])[C:19]2[C:18]3[CH:17]=[CH:16][C:15]([N:9]4[CH:13]=[CH:12][CH:11]=[N:10]4)=[CH:24][C:23]=3[N:22]=[C:21]([NH2:25])[C:20]=2[N:26]=1)[CH3:37]. (7) Given the reactants [CH3:16][C:11]1([CH3:17])[C:12]([CH3:15])([CH3:14])[O:13][B:9]([B:9]2[O:13][C:12]([CH3:15])([CH3:14])[C:11]([CH3:17])([CH3:16])[O:10]2)[O:10]1.Br[C:20]1[C:21]([CH3:28])=[CH:22][C:23]([CH3:27])=[C:24]([CH:26]=1)[NH2:25].C([O-])(=O)C.[K+], predict the reaction product. The product is: [CH3:27][C:23]1[CH:22]=[C:21]([CH3:28])[C:20]([B:9]2[O:10][C:11]([CH3:16])([CH3:17])[C:12]([CH3:14])([CH3:15])[O:13]2)=[CH:26][C:24]=1[NH2:25].